Dataset: Catalyst prediction with 721,799 reactions and 888 catalyst types from USPTO. Task: Predict which catalyst facilitates the given reaction. (1) Reactant: [F:1][C:2]1[CH:10]=[C:9]2[C:5]([C:6](/[CH:30]=[CH:31]/[C:32]3[CH:37]=[CH:36][CH:35]=[C:34]([F:38])[CH:33]=3)=[N:7][N:8]2[C:11]([C:24]2[CH:29]=[CH:28][CH:27]=[CH:26][CH:25]=2)([C:18]2[CH:23]=[CH:22][CH:21]=[CH:20][CH:19]=2)[C:12]2[CH:17]=[CH:16][CH:15]=[CH:14][CH:13]=2)=[CH:4][C:3]=1C(O)=O.C([N:44]([CH2:47]C)CC)C.[CH3:49][C:50]([OH:53])([CH3:52])[CH3:51].C1(P(N=[N+]=[N-])(C2C=CC=CC=2)=[O:61])C=CC=CC=1. Product: [C:50]([O:53][C:47](=[O:61])[NH:44][C:3]1[CH:4]=[C:5]2[C:9](=[CH:10][C:2]=1[F:1])[N:8]([C:11]([C:18]1[CH:23]=[CH:22][CH:21]=[CH:20][CH:19]=1)([C:24]1[CH:29]=[CH:28][CH:27]=[CH:26][CH:25]=1)[C:12]1[CH:17]=[CH:16][CH:15]=[CH:14][CH:13]=1)[N:7]=[C:6]2/[CH:30]=[CH:31]/[C:32]1[CH:37]=[CH:36][CH:35]=[C:34]([F:38])[CH:33]=1)([CH3:52])([CH3:51])[CH3:49]. The catalyst class is: 133. (2) Product: [NH2:1][C:2]1[N:7]=[C:6]([NH:11][C:12]2[CH:20]=[CH:19][C:15]([C:16]([NH2:18])=[O:17])=[CH:14][CH:13]=2)[NH:5][C:4](=[O:10])[CH:3]=1. The catalyst class is: 61. Reactant: [NH2:1][C:2]1[NH:7][C:6](SC)=[N:5][C:4](=[O:10])[CH:3]=1.[NH2:11][C:12]1[CH:20]=[CH:19][C:15]([C:16]([NH2:18])=[O:17])=[CH:14][CH:13]=1.